This data is from Full USPTO retrosynthesis dataset with 1.9M reactions from patents (1976-2016). The task is: Predict the reactants needed to synthesize the given product. (1) Given the product [CH3:1][C:2]1[CH:7]=[C:6]([C:8]2[CH:13]=[CH:12][C:11]([CH2:14][C:15]([OH:17])=[O:16])=[CH:10][CH:9]=2)[CH:5]=[CH:4][N:3]=1, predict the reactants needed to synthesize it. The reactants are: [CH3:1][C:2]1[CH:7]=[C:6]([C:8]2[CH:13]=[CH:12][C:11]([CH2:14][C:15]([O:17]CC)=[O:16])=[CH:10][CH:9]=2)[CH:5]=[CH:4][N:3]=1.[Li+].[OH-].Cl. (2) Given the product [CH:31]1([CH2:30][O:29][C:22]2[CH:23]=[CH:24][C:25]([CH2:27][CH3:28])=[CH:26][C:21]=2[C:20]2[C:15]3[NH:14][C:13]([CH3:34])=[C:12]([C:10]([NH:9][C@H:6]4[CH2:7][CH2:8][C@@H:3]([NH:2][C:39](=[O:38])[CH2:40][OH:41])[CH2:4][CH2:5]4)=[O:11])[C:16]=3[N:17]=[CH:18][N:19]=2)[CH2:32][CH2:33]1, predict the reactants needed to synthesize it. The reactants are: Cl.[NH2:2][C@@H:3]1[CH2:8][CH2:7][C@H:6]([NH:9][C:10]([C:12]2[C:16]3[N:17]=[CH:18][N:19]=[C:20]([C:21]4[CH:26]=[C:25]([CH2:27][CH3:28])[CH:24]=[CH:23][C:22]=4[O:29][CH2:30][CH:31]4[CH2:33][CH2:32]4)[C:15]=3[NH:14][C:13]=2[CH3:34])=[O:11])[CH2:5][CH2:4]1.C([O:38][CH2:39][C:40](Cl)=[O:41])(=O)C. (3) Given the product [Br:13][C:14]1[CH:15]=[CH:16][C:17]([NH:20][C:21](=[O:24])[CH2:22][N:5]2[C:4](=[O:9])[C:3]([CH2:1][CH3:2])([CH:10]([CH3:11])[CH3:12])[NH:7][C:6]2=[O:8])=[CH:18][CH:19]=1, predict the reactants needed to synthesize it. The reactants are: [CH2:1]([C:3]1([CH:10]([CH3:12])[CH3:11])[NH:7][C:6](=[O:8])[NH:5][C:4]1=[O:9])[CH3:2].[Br:13][C:14]1[CH:19]=[CH:18][C:17]([NH:20][C:21](=[O:24])[CH2:22]Cl)=[CH:16][CH:15]=1.C([O-])([O-])=O.[K+].[K+]. (4) Given the product [CH3:1][C:2]1[O:3][CH:4]=[CH:5][C:6]=1/[CH:7]=[CH:8]/[C:9]([Cl:14])=[O:11], predict the reactants needed to synthesize it. The reactants are: [CH3:1][C:2]1[O:3][CH:4]=[CH:5][C:6]=1/[CH:7]=[CH:8]/[C:9]([OH:11])=O.S(Cl)([Cl:14])=O.